This data is from Reaction yield outcomes from USPTO patents with 853,638 reactions. The task is: Predict the reaction yield, written as a fraction of the theoretical maximum amount of product (1.0 means a 100% yield; for example, 0.34 means a 34% yield). (1) The reactants are [Cl:1][C:2]1[N:3]=[C:4]2[C:9](=[CH:10][CH:11]=1)[N:8]=[CH:7][C:6]([C:12](=[O:14])[CH3:13])=[C:5]2[NH:15][C@H:16]1[CH2:21][CH2:20][C@H:19]([OH:22])[CH2:18][CH2:17]1.[Cl:23][C:24]1[CH:29]=[C:28](B2OC(C)(C)C(C)(C)O2)[CH:27]=[C:26]([Cl:39])[C:25]=1[OH:40]. No catalyst specified. The product is [ClH:1].[Cl:23][C:24]1[CH:29]=[C:28]([C:2]2[N:3]=[C:4]3[C:9](=[CH:10][CH:11]=2)[N:8]=[CH:7][C:6]([C:12](=[O:14])[CH3:13])=[C:5]3[NH:15][C@H:16]2[CH2:21][CH2:20][C@H:19]([OH:22])[CH2:18][CH2:17]2)[CH:27]=[C:26]([Cl:39])[C:25]=1[OH:40]. The yield is 0.560. (2) The reactants are [F:1][C:2]([F:7])([F:6])[C:3]([OH:5])=[O:4].[CH3:8][N:9]([CH2:11][C:12]1[CH:13]=[C:14]([C:20]2[CH:21]=[C:22]3[C:26](=[C:27]([C:29]([NH2:31])=[O:30])[CH:28]=2)[NH:25][CH:24]=[C:23]3[CH:32]2[CH2:37][CH2:36][N:35]([S:38]([CH2:41][CH3:42])(=[O:40])=[O:39])[CH2:34][CH2:33]2)[CH:15]=[CH:16][C:17]=1[O:18][CH3:19])[CH3:10].N1C[CH2:47][O:46][CH2:45]C1.CNC. No catalyst specified. The product is [F:1][C:2]([F:7])([F:6])[C:3]([OH:5])=[O:4].[CH2:41]([S:38]([N:35]1[CH2:36][CH2:37][CH:32]([C:23]2[C:22]3[C:26](=[C:27]([C:29]([NH2:31])=[O:30])[CH:28]=[C:20]([C:14]4[CH:15]=[CH:16][C:17]([O:18][CH3:19])=[C:12]([CH2:11][N:9]5[CH2:10][CH2:47][O:46][CH2:45][CH2:8]5)[CH:13]=4)[CH:21]=3)[NH:25][CH:24]=2)[CH2:33][CH2:34]1)(=[O:40])=[O:39])[CH3:42]. The yield is 0.170. (3) The reactants are [C:1]([O:5][C@@H:6]([C:12]1[C:13]([CH3:34])=[N:14][C:15]([CH3:33])=[C:16]([C:26]2[CH:31]=[CH:30][C:29]([OH:32])=[CH:28][CH:27]=2)[C:17]=1[N:18]1[CH2:23][CH2:22][C:21]([CH3:25])([CH3:24])[CH2:20][CH2:19]1)[C:7]([O:9]CC)=[O:8])([CH3:4])([CH3:3])[CH3:2].[Cl:35][C:36]1[S:37][C:38]([CH2:41]O)=[CH:39][N:40]=1.C1C=CC(P(C2C=CC=CC=2)C2C=CC=CC=2)=CC=1.CCOC(/N=N/C(OCC)=O)=O.[OH-].[Na+]. The catalyst is C1COCC1.CO. The product is [C:1]([O:5][C@@H:6]([C:12]1[C:13]([CH3:34])=[N:14][C:15]([CH3:33])=[C:16]([C:26]2[CH:27]=[CH:28][C:29]([O:32][CH2:41][C:38]3[S:37][C:36]([Cl:35])=[N:40][CH:39]=3)=[CH:30][CH:31]=2)[C:17]=1[N:18]1[CH2:19][CH2:20][C:21]([CH3:25])([CH3:24])[CH2:22][CH2:23]1)[C:7]([OH:9])=[O:8])([CH3:3])([CH3:2])[CH3:4]. The yield is 0.0295. (4) The reactants are C([NH:8][C@@H:9]1[CH2:14][C@H:13]([C:15]2[CH:20]=[CH:19][N:18]=[CH:17][C:16]=2[N+:21]([O-])=O)[O:12][C@H:11]([CH2:24][CH3:25])[C@H:10]1[OH:26])C1C=CC=CC=1.[CH3:39][C:38]([O:37][C:35](O[C:35]([O:37][C:38]([CH3:41])([CH3:40])[CH3:39])=[O:36])=[O:36])([CH3:41])[CH3:40]. The catalyst is [OH-].[OH-].[Pd+2].CO.CCOC(C)=O. The product is [NH2:21][C:16]1[CH:17]=[N:18][CH:19]=[CH:20][C:15]=1[C@@H:13]1[O:12][C@H:11]([CH2:24][CH3:25])[C@@H:10]([OH:26])[C@H:9]([NH:8][C:35](=[O:36])[O:37][C:38]([CH3:39])([CH3:40])[CH3:41])[CH2:14]1.[NH2:21][C:16]1[CH:17]=[N:18][CH:19]=[CH:20][C:15]=1[C@H:13]1[O:12][C@@H:11]([CH2:24][CH3:25])[C@H:10]([OH:26])[C@@H:9]([NH:8][C:35](=[O:36])[O:37][C:38]([CH3:39])([CH3:40])[CH3:41])[CH2:14]1. The yield is 0.330. (5) The reactants are Cl.[Cl:2][C:3]1[N:4]=[C:5]([C:10]([NH:12][C@H:13]2[CH2:18][CH2:17][NH:16][CH2:15][C@H:14]2[O:19][CH2:20][CH3:21])=[O:11])[NH:6][C:7]=1[CH2:8][CH3:9].Cl[C:23]1[CH:28]=[CH:27][N:26]([C:29]2[S:30][C:31]([C:35]([O:37][CH2:38][CH3:39])=[O:36])=[C:32]([CH3:34])[N:33]=2)[C:25](=[O:40])[CH:24]=1.C(=O)([O-])[O-].[Na+].[Na+]. The catalyst is CS(C)=O. The product is [Cl:2][C:3]1[N:4]=[C:5]([C:10]([NH:12][C@H:13]2[CH2:18][CH2:17][N:16]([C:23]3[CH:28]=[CH:27][N:26]([C:29]4[S:30][C:31]([C:35]([O:37][CH2:38][CH3:39])=[O:36])=[C:32]([CH3:34])[N:33]=4)[C:25](=[O:40])[CH:24]=3)[CH2:15][C@H:14]2[O:19][CH2:20][CH3:21])=[O:11])[NH:6][C:7]=1[CH2:8][CH3:9]. The yield is 0.0600.